Dataset: Forward reaction prediction with 1.9M reactions from USPTO patents (1976-2016). Task: Predict the product of the given reaction. (1) Given the reactants C[O:2][C:3](=[O:24])[CH2:4][N:5]([C:17]1[CH:22]=[CH:21][C:20]([Cl:23])=[CH:19][CH:18]=1)[S:6]([C:9]1[CH:14]=[CH:13][CH:12]=[C:11]([O:15][CH3:16])[CH:10]=1)(=[O:8])=[O:7].O.[OH-].[Li+], predict the reaction product. The product is: [Cl:23][C:20]1[CH:19]=[CH:18][C:17]([N:5]([CH2:4][C:3]([OH:24])=[O:2])[S:6]([C:9]2[CH:14]=[CH:13][CH:12]=[C:11]([O:15][CH3:16])[CH:10]=2)(=[O:7])=[O:8])=[CH:22][CH:21]=1. (2) Given the reactants [F:1][C:2]([C:5]1[N:6]=[CH:7][C:8]([C:11]([O:13]C)=[O:12])=[N:9][CH:10]=1)([F:4])[CH3:3].O.O.[OH-].[Li+], predict the reaction product. The product is: [F:1][C:2]([C:5]1[N:6]=[CH:7][C:8]([C:11]([OH:13])=[O:12])=[N:9][CH:10]=1)([F:4])[CH3:3]. (3) Given the reactants [BH4-].[Na+].[CH3:3][C:4]1[C:12]2[C:7](=[CH:8][CH:9]=[CH:10][CH:11]=2)[N:6]([N:13]=[CH:14][CH2:15][CH3:16])[CH:5]=1.C(O)(=O)C.[H][H], predict the reaction product. The product is: [CH3:3][C:4]1[C:12]2[C:7](=[CH:8][CH:9]=[CH:10][CH:11]=2)[N:6]([NH:13][CH2:14][CH2:15][CH3:16])[CH:5]=1. (4) Given the reactants COC(OC)[N:4]([CH3:6])C.[F:9][C:10]1[CH:18]=[CH:17][C:16]([C:19]2[N:20]=[C:21]([CH:31]([CH3:33])[CH3:32])[NH:22][C:23]=2[C:24]2[CH:29]=[CH:28][CH:27]=[C:26]([CH3:30])[N:25]=2)=[CH:15][C:11]=1[C:12]([NH2:14])=O.O.[NH2:35]N, predict the reaction product. The product is: [F:9][C:10]1[CH:18]=[CH:17][C:16]([C:19]2[N:20]=[C:21]([CH:31]([CH3:33])[CH3:32])[NH:22][C:23]=2[C:24]2[CH:29]=[CH:28][CH:27]=[C:26]([CH3:30])[N:25]=2)=[CH:15][C:11]=1[C:12]1[N:4]=[CH:6][NH:35][N:14]=1. (5) Given the reactants [Cl:1][C:2]1[C:6]([NH:7][CH3:8])=[CH:5][N:4]([C:9]2[CH:10]=[N:11][CH:12]=[CH:13][CH:14]=2)[N:3]=1.[C:15]([O:19][C:20]([NH:22][C@@H:23]1[CH2:27][CH2:26][C@H:25]([C:28]([OH:30])=O)[CH2:24]1)=[O:21])([CH3:18])([CH3:17])[CH3:16].CN1CCOCC1, predict the reaction product. The product is: [C:15]([O:19][C:20](=[O:21])[NH:22][C@@H:23]1[CH2:24][C@H:25]([C:28](=[O:30])[N:7]([C:6]2[C:2]([Cl:1])=[N:3][N:4]([C:9]3[CH:10]=[N:11][CH:12]=[CH:13][CH:14]=3)[CH:5]=2)[CH3:8])[CH2:26][CH2:27]1)([CH3:16])([CH3:17])[CH3:18]. (6) Given the reactants C(OC([N:8]1[CH2:13][CH2:12][N:11]([CH2:14][C:15](=[O:23])[C:16]2[CH:21]=[CH:20][C:19]([CH3:22])=[CH:18][CH:17]=2)[CH2:10][CH2:9]1)=O)(C)(C)C.[ClH:24], predict the reaction product. The product is: [ClH:24].[ClH:24].[N:11]1([CH2:14][C:15]([C:16]2[CH:21]=[CH:20][C:19]([CH3:22])=[CH:18][CH:17]=2)=[O:23])[CH2:12][CH2:13][NH:8][CH2:9][CH2:10]1. (7) The product is: [O:1]1[C:5]2[CH:6]=[CH:7][C:8]([C:10]3([C:13]([NH:30][C:26]4[N:25]=[C:24]([CH:22]([O:21][C:20]5[CH:31]=[CH:32][C:17]([Cl:16])=[CH:18][CH:19]=5)[CH3:23])[CH:29]=[CH:28][N:27]=4)=[O:14])[CH2:12][CH2:11]3)=[CH:9][C:4]=2[O:3][CH2:2]1. Given the reactants [O:1]1[C:5]2[CH:6]=[CH:7][C:8]([C:10]3([C:13](Cl)=[O:14])[CH2:12][CH2:11]3)=[CH:9][C:4]=2[O:3][CH2:2]1.[Cl:16][C:17]1[CH:32]=[CH:31][C:20]([O:21][CH:22]([C:24]2[CH:29]=[CH:28][N:27]=[C:26]([NH2:30])[N:25]=2)[CH3:23])=[CH:19][CH:18]=1, predict the reaction product. (8) Given the reactants [C:1]1(=[O:11])[NH:5][C:4](=[O:6])[C:3]2=[CH:7][CH:8]=[CH:9][CH:10]=[C:2]12.[K].[I-].[Na+].CN(C=O)C.Cl[CH2:21][CH2:22][CH2:23][CH2:24][C:25]1[N:26]([CH3:39])[N:27]=[C:28]2[C:37]=1[C:36]1[CH:35]=[CH:34][CH:33]=[CH:32][C:31]=1[N:30]=[C:29]2[NH2:38], predict the reaction product. The product is: [NH2:38][C:29]1[C:28]2=[N:27][N:26]([CH3:39])[C:25]([CH2:24][CH2:23][CH2:22][CH2:21][N:5]3[C:1](=[O:11])[C:2]4[C:3](=[CH:7][CH:8]=[CH:9][CH:10]=4)[C:4]3=[O:6])=[C:37]2[C:36]2[CH:35]=[CH:34][CH:33]=[CH:32][C:31]=2[N:30]=1. (9) Given the reactants [CH3:1][O:2][C:3](=[O:15])[CH2:4][C:5]1[C:13]2[C:8](=[N:9][CH:10]=[CH:11][CH:12]=2)[NH:7][C:6]=1[CH3:14].[H-].[Na+].Br[CH2:19][C:20]1[CH:25]=[CH:24][C:23]([S:26]([CH3:29])(=[O:28])=[O:27])=[CH:22][C:21]=1[Cl:30].[I-].[Na+], predict the reaction product. The product is: [CH3:1][O:2][C:3](=[O:15])[CH2:4][C:5]1[C:13]2[C:8](=[N:9][CH:10]=[CH:11][CH:12]=2)[N:7]([CH2:19][C:20]2[CH:25]=[CH:24][C:23]([S:26]([CH3:29])(=[O:27])=[O:28])=[CH:22][C:21]=2[Cl:30])[C:6]=1[CH3:14].